Dataset: Reaction yield outcomes from USPTO patents with 853,638 reactions. Task: Predict the reaction yield, written as a fraction of the theoretical maximum amount of product (1.0 means a 100% yield; for example, 0.34 means a 34% yield). The product is [N+:13]([C:10]1[CH:11]=[CH:12][C:7]([O:6][CH2:5][C:4]([OH:21])=[O:3])=[C:8]([N:16]2[CH:20]=[CH:19][CH:18]=[CH:17]2)[CH:9]=1)([O-:15])=[O:14]. The yield is 0.800. No catalyst specified. The reactants are C([O:3][C:4](=[O:21])[CH2:5][O:6][C:7]1[CH:12]=[CH:11][C:10]([N+:13]([O-:15])=[O:14])=[CH:9][C:8]=1[N:16]1[CH:20]=[CH:19][CH:18]=[CH:17]1)C.C1COCC1.[OH-].[Na+].